Task: Predict the reactants needed to synthesize the given product.. Dataset: Full USPTO retrosynthesis dataset with 1.9M reactions from patents (1976-2016) (1) Given the product [CH2:25]([O:24][C:17]1[CH:18]=[CH:19][CH:20]=[C:21]([O:22][CH3:23])[C:16]=1[CH2:15][OH:14])[C:26]1[CH:27]=[CH:28][CH:29]=[CH:30][CH:31]=1, predict the reactants needed to synthesize it. The reactants are: [H-].[Al+3].[Li+].[H-].[H-].[H-].C([O:14][C:15](=O)[C:16]1[C:21]([O:22][CH3:23])=[CH:20][CH:19]=[CH:18][C:17]=1[O:24][CH2:25][C:26]1[CH:31]=[CH:30][CH:29]=[CH:28][CH:27]=1)C1C=CC=CC=1.C(OCC)(=O)C.[C@H](O)(C([O-])=O)[C@@H](O)C([O-])=O.[Na+].[K+]. (2) Given the product [Cl:1][C:2]1[N:3]=[N:4][C:5]([Cl:11])=[CH:6][C:7]=1[C:8]([NH:13][CH3:12])=[O:9], predict the reactants needed to synthesize it. The reactants are: [Cl:1][C:2]1[N:3]=[N:4][C:5]([Cl:11])=[CH:6][C:7]=1[C:8](Cl)=[O:9].[CH3:12][NH2:13]. (3) The reactants are: [NH2:1][CH2:2][C:3]1[C:12](=[O:13])[C:11]2[C:6](=[CH:7][C:8]([Cl:14])=[CH:9][CH:10]=2)[N:5]([C:15]2[CH:20]=[CH:19][CH:18]=[CH:17][CH:16]=2)[CH:4]=1.[NH2:21][C:22]([C:24]1[CH:32]=[CH:31][C:27]([C:28](O)=[O:29])=[CH:26][CH:25]=1)=[O:23]. Given the product [Cl:14][C:8]1[CH:7]=[C:6]2[C:11]([C:12](=[O:13])[C:3]([CH2:2][NH:1][C:28](=[O:29])[C:27]3[CH:31]=[CH:32][C:24]([C:22]([NH2:21])=[O:23])=[CH:25][CH:26]=3)=[CH:4][N:5]2[C:15]2[CH:16]=[CH:17][CH:18]=[CH:19][CH:20]=2)=[CH:10][CH:9]=1, predict the reactants needed to synthesize it. (4) The reactants are: [CH3:1][N:2]1[CH2:15][CH2:14][C:12]2=[C:13]3[C:8](=[CH:9][CH:10]=[CH:11]2)[C:7]2[CH2:16][CH2:17][CH2:18][C:6]=2[N:5]3[CH2:4][CH2:3]1.C([BH3-])#N.[Na+]. Given the product [CH3:1][N:2]1[CH2:15][CH2:14][C:12]2=[C:13]3[C:8](=[CH:9][CH:10]=[CH:11]2)[CH:7]2[CH2:16][CH2:17][CH2:18][CH:6]2[N:5]3[CH2:4][CH2:3]1, predict the reactants needed to synthesize it. (5) Given the product [Cl:15][C:16]1[CH:17]=[C:18]([CH:22]=[CH:23][CH:24]=1)[C:19]([NH:14][CH2:13][C@H:10]1[CH2:11][CH2:12][C@@H:7]([C:1]2[CH:6]=[CH:5][CH:4]=[CH:3][CH:2]=2)[CH2:8][CH2:9]1)=[O:20], predict the reactants needed to synthesize it. The reactants are: [C:1]1([C@@H:7]2[CH2:12][CH2:11][C@H:10]([CH2:13][NH2:14])[CH2:9][CH2:8]2)[CH:6]=[CH:5][CH:4]=[CH:3][CH:2]=1.[Cl:15][C:16]1[CH:17]=[C:18]([CH:22]=[CH:23][CH:24]=1)[C:19](Cl)=[O:20].CCN(CC)CC. (6) Given the product [NH2:37][CH2:36][CH2:35][CH2:34][CH2:33][CH2:32]/[CH:31]=[CH:30]/[C@H:21]([C:19](=[O:20])[NH:18][C@H:13]([C:14]([O:16][CH3:17])=[O:15])[CH2:12][C:9]1[CH:10]=[CH:11][C:6]([O:5][CH2:1][C:2]#[C:3][CH3:4])=[CH:7][CH:8]=1)[C@@:22]([OH:29])([CH2:26][CH2:27][CH3:28])[C:23]([O:29][C:22]([CH3:26])([CH3:23])[CH3:21])=[O:24], predict the reactants needed to synthesize it. The reactants are: [CH2:1]([O:5][C:6]1[CH:11]=[CH:10][C:9]([CH2:12][C@H:13]([NH:18][C:19]([C@@H:21](/[CH:30]=[CH:31]/[CH2:32][CH2:33][CH2:34][CH2:35][CH2:36][NH:37]C(OCC[Si](C)(C)C)=O)[C@@:22]([OH:29])([CH2:26][CH2:27][CH3:28])[C:23]([O-])=[O:24])=[O:20])[C:14]([O:16][CH3:17])=[O:15])=[CH:8][CH:7]=1)[C:2]#[C:3][CH3:4]. (7) Given the product [C:7]([O:6][C@@H:5]([C:7]1[C:8]([CH3:22])=[N:9][C:10]2[N:11]([N:14]=[C:15]([C:17]([O:19][CH2:20][CH3:21])=[O:18])[CH:16]=2)[C:12]=1[I:13])[C:4]([O:3][CH2:1][CH3:2])=[O:23])([CH3:8])([CH3:12])[CH3:5], predict the reactants needed to synthesize it. The reactants are: [CH2:1]([O:3][C:4](=[O:23])[C@H:5]([C:7]1[C:8]([CH3:22])=[N:9][C:10]2[N:11]([N:14]=[C:15]([C:17]([O:19][CH2:20][CH3:21])=[O:18])[CH:16]=2)[C:12]=1[I:13])[OH:6])[CH3:2].Cl(O)(=O)(=O)=O. (8) The reactants are: C([N:8]1[CH2:13][CH:12]=[C:11]([C:14]2[C:18]([CH2:19][N:20]3[CH2:24][CH:23]4[CH2:25][N:26]([C:28]([O:30][C:31]([CH3:34])([CH3:33])[CH3:32])=[O:29])[CH2:27][CH:22]4[CH2:21]3)=[CH:17][N:16]([CH3:35])[N:15]=2)[CH2:10][CH2:9]1)C1C=CC=CC=1.[H][H]. Given the product [CH3:35][N:16]1[CH:17]=[C:18]([CH2:19][N:20]2[CH2:21][CH:22]3[CH2:27][N:26]([C:28]([O:30][C:31]([CH3:34])([CH3:32])[CH3:33])=[O:29])[CH2:25][CH:23]3[CH2:24]2)[C:14]([CH:11]2[CH2:12][CH2:13][NH:8][CH2:9][CH2:10]2)=[N:15]1, predict the reactants needed to synthesize it. (9) Given the product [CH3:27][O:28][C:29]1[CH:30]=[C:31]([CH:35]2[CH2:44][CH:43]([OH:45])[C:42]3[C:37](=[CH:38][CH:39]=[C:40]([O:46][C:7]4[CH:6]=[CH:5][C:4]([N+:1]([O-:3])=[O:2])=[CH:9][N:8]=4)[CH:41]=3)[O:36]2)[CH:32]=[CH:33][CH:34]=1, predict the reactants needed to synthesize it. The reactants are: [N+:1]([C:4]1[CH:5]=[CH:6][C:7](OC2C=C3C(=CC=2)OC(C2C=CC=CC=2)CC3)=[N:8][CH:9]=1)([O-:3])=[O:2].[CH3:27][O:28][C:29]1[CH:30]=[C:31]([CH:35]2[CH2:44][CH:43]([OH:45])[C:42]3[C:37](=[CH:38][CH:39]=[C:40]([OH:46])[CH:41]=3)[O:36]2)[CH:32]=[CH:33][CH:34]=1.